Predict the reaction yield, written as a fraction of the theoretical maximum amount of product (1.0 means a 100% yield; for example, 0.34 means a 34% yield). From a dataset of Reaction yield outcomes from USPTO patents with 853,638 reactions. (1) The catalyst is CS(C)=O. The product is [O:1]1[CH:5]=[CH:4][CH:3]=[C:2]1[C:6]1[N:10]([C:11]2[CH:16]=[CH:15][CH:14]=[C:13]([B:22]3[O:26][C:25]([CH3:28])([CH3:27])[C:24]([CH3:30])([CH3:29])[O:23]3)[CH:12]=2)[N:9]=[C:8]([C:18]([F:21])([F:20])[F:19])[CH:7]=1. The reactants are [O:1]1[CH:5]=[CH:4][CH:3]=[C:2]1[C:6]1[N:10]([C:11]2[CH:16]=[CH:15][CH:14]=[C:13](I)[CH:12]=2)[N:9]=[C:8]([C:18]([F:21])([F:20])[F:19])[CH:7]=1.[B:22]1([B:22]2[O:26][C:25]([CH3:28])([CH3:27])[C:24]([CH3:30])([CH3:29])[O:23]2)[O:26][C:25]([CH3:28])([CH3:27])[C:24]([CH3:30])([CH3:29])[O:23]1.C([O-])(=O)C.[K+]. The yield is 0.780. (2) The reactants are [Br:1][C:2]1[CH:3]=[C:4]([CH:9]=[CH:10][C:11]=1[OH:12])[C:5]([O:7][CH3:8])=[O:6].Br[CH:14]([CH3:16])[CH3:15].[I-].[K+].C(=O)([O-])[O-].[K+].[K+]. The catalyst is CN(C)C=O. The product is [Br:1][C:2]1[CH:3]=[C:4]([CH:9]=[CH:10][C:11]=1[O:12][CH:14]([CH3:16])[CH3:15])[C:5]([O:7][CH3:8])=[O:6]. The yield is 0.830. (3) The reactants are Cl[C:2]1[N:7]=[C:6]([NH:8][CH:9]2[CH2:17][CH:16]3[N:12]([CH2:13][CH2:14][CH2:15]3)[C:11]([CH3:19])([CH3:18])[CH2:10]2)[C:5]([F:20])=[CH:4][N:3]=1.[NH2:21][C:22]1[CH:23]=[CH:24][C:25]([O:30][CH:31]2[CH2:34][O:33][CH2:32]2)=[C:26]([CH:29]=1)[C:27]#[N:28]. The catalyst is CC(O)C. The product is [NH3:3].[CH3:25][OH:30].[F:20][C:5]1[C:6]([NH:8][CH:9]2[CH2:17][CH:16]3[N:12]([CH2:13][CH2:14][CH2:15]3)[C:11]([CH3:19])([CH3:18])[CH2:10]2)=[N:7][C:2]([NH:21][C:22]2[CH:23]=[CH:24][C:25]([O:30][CH:31]3[CH2:34][O:33][CH2:32]3)=[C:26]([CH:29]=2)[C:27]#[N:28])=[N:3][CH:4]=1. The yield is 0.0100. (4) The reactants are Cl.C(OC([NH:9][C@H:10]([C:16]1[CH:21]=[CH:20][C:19]([Cl:22])=[CH:18][CH:17]=1)[CH2:11][C:12]([O:14][CH3:15])=[O:13])=O)(C)(C)C. The catalyst is C(Cl)Cl. The product is [NH2:9][C@H:10]([C:16]1[CH:17]=[CH:18][C:19]([Cl:22])=[CH:20][CH:21]=1)[CH2:11][C:12]([O:14][CH3:15])=[O:13]. The yield is 1.02. (5) The reactants are [CH2:1]([O:3][C:4]([N:6]1[CH2:12][CH2:11][CH2:10][CH:9]([N:13]2[CH2:18][CH2:17][CH:16]([C:19]([OH:21])=O)[CH2:15][CH2:14]2)[CH2:8][CH2:7]1)=[O:5])[CH3:2].[CH2:22]([NH2:26])[CH:23]([CH3:25])[CH3:24].CN(C(ON1N=NC2C=CC=NC1=2)=[N+](C)C)C.F[P-](F)(F)(F)(F)F. The catalyst is CN(C=O)C. The yield is 0.0200. The product is [CH3:24][CH:23]([CH3:25])[CH2:22][NH:26][C:19]([CH:16]1[CH2:15][CH2:14][N:13]([CH:9]2[CH2:10][CH2:11][CH2:12][N:6]([C:4]([O:3][CH2:1][CH3:2])=[O:5])[CH2:7][CH2:8]2)[CH2:18][CH2:17]1)=[O:21]. (6) The reactants are C(N(CC)CC)C.[CH3:8][S:9](Cl)(=[O:11])=[O:10].[OH:13][CH2:14][C:15]1([C:18]([O:20][CH2:21][CH3:22])=[O:19])[CH2:17][CH2:16]1. The catalyst is ClCCl.O. The product is [CH3:8][S:9]([O:13][CH2:14][C:15]1([C:18]([O:20][CH2:21][CH3:22])=[O:19])[CH2:17][CH2:16]1)(=[O:11])=[O:10]. The yield is 0.940. (7) The reactants are [CH:1]([C:4]1[CH:9]=[CH:8][C:7]([N+:10]([O-])=O)=[CH:6][N:5]=1)([CH3:3])[CH3:2]. The catalyst is CO.[Ni]. The product is [CH:1]([C:4]1[CH:9]=[CH:8][C:7]([NH2:10])=[CH:6][N:5]=1)([CH3:3])[CH3:2]. The yield is 0.520. (8) The yield is 0.0500. The product is [Cl:29][C:30]1[CH:35]=[CH:34][C:33]([C:36]2([CH2:42][OH:43])[CH2:41][CH2:40][N:39]([C:2]3[C:3]4[N:4]([N:8]=[C:9]([NH:11][C:12]5[CH:28]=[CH:27][C:15]([C:16]([N:18]([CH3:26])[CH:19]6[CH2:24][CH2:23][N:22]([CH3:25])[CH2:21][CH2:20]6)=[O:17])=[CH:14][CH:13]=5)[N:10]=4)[CH:5]=[CH:6][CH:7]=3)[CH2:38][CH2:37]2)=[CH:32][CH:31]=1. The catalyst is O1CCOCC1.C1C=CC(/C=C/C(/C=C/C2C=CC=CC=2)=O)=CC=1.C1C=CC(/C=C/C(/C=C/C2C=CC=CC=2)=O)=CC=1.C1C=CC(/C=C/C(/C=C/C2C=CC=CC=2)=O)=CC=1.[Pd].[Pd].CC#N.O. The reactants are Br[C:2]1[C:3]2[N:4]([N:8]=[C:9]([NH:11][C:12]3[CH:28]=[CH:27][C:15]([C:16]([N:18]([CH3:26])[CH:19]4[CH2:24][CH2:23][N:22]([CH3:25])[CH2:21][CH2:20]4)=[O:17])=[CH:14][CH:13]=3)[N:10]=2)[CH:5]=[CH:6][CH:7]=1.[Cl:29][C:30]1[CH:35]=[CH:34][C:33]([C:36]2([CH2:42][OH:43])[CH2:41][CH2:40][NH:39][CH2:38][CH2:37]2)=[CH:32][CH:31]=1.C([O-])([O-])=O.[Cs+].[Cs+].C(Cl)(Cl)Cl.C1C=CC(P(C2C(C3C(P(C4C=CC=CC=4)C4C=CC=CC=4)=CC=C4C=3C=CC=C4)=C3C(C=CC=C3)=CC=2)C2C=CC=CC=2)=CC=1.